Dataset: Full USPTO retrosynthesis dataset with 1.9M reactions from patents (1976-2016). Task: Predict the reactants needed to synthesize the given product. Given the product [ClH:1].[CH3:2][C:3]1([CH2:16][C:17]([N:18]2[CH2:19][CH2:20][C:21]3([CH:23]([CH2:24][NH:25][C:26]([N:28]4[CH2:36][C:35]5[CH:34]=[CH:33][N:32]=[CH:31][C:30]=5[CH2:29]4)=[O:27])[CH2:22]3)[CH2:37][CH2:38]2)=[O:39])[CH2:4][CH2:5][NH:6][CH2:7][CH2:8]1, predict the reactants needed to synthesize it. The reactants are: [ClH:1].[CH3:2][C:3]1([CH2:16][C:17](=[O:39])[N:18]2[CH2:38][CH2:37][C:21]3([CH:23]([CH2:24][NH:25][C:26]([N:28]4[CH2:36][C:35]5[CH:34]=[CH:33][N:32]=[CH:31][C:30]=5[CH2:29]4)=[O:27])[CH2:22]3)[CH2:20][CH2:19]2)[CH2:8][CH2:7][N:6](C(OC(C)(C)C)=O)[CH2:5][CH2:4]1.